Dataset: Forward reaction prediction with 1.9M reactions from USPTO patents (1976-2016). Task: Predict the product of the given reaction. (1) Given the reactants Cl.[I:2][C:3]1[CH:4]=[C:5]2[C:10](=[CH:11][CH:12]=1)[N:9]([CH2:13][CH:14]1[CH2:18][CH2:17][NH:16][CH2:15]1)[CH:8]=[C:7]([C:19]([O:21][CH2:22][CH3:23])=[O:20])[C:6]2=[O:24].[Si:25]([O:32][CH2:33][CH:34]=O)([C:28]([CH3:31])([CH3:30])[CH3:29])([CH3:27])[CH3:26].C([BH3-])#N.[Na+].O, predict the reaction product. The product is: [Si:25]([O:32][CH2:33][CH2:34][N:16]1[CH2:17][CH2:18][CH:14]([CH2:13][N:9]2[C:10]3[C:5](=[CH:4][C:3]([I:2])=[CH:12][CH:11]=3)[C:6](=[O:24])[C:7]([C:19]([O:21][CH2:22][CH3:23])=[O:20])=[CH:8]2)[CH2:15]1)([C:28]([CH3:31])([CH3:30])[CH3:29])([CH3:27])[CH3:26]. (2) Given the reactants [H-].[Na+].N[C:4]1C=CC=CC=1.[CH3:10][C:11]1[CH2:15][C:14]([CH3:16])=[C:13]([CH3:17])[C:12]=1[CH3:18].ClC[SiH:21]([C:28]1[CH:33]=[CH:32][CH:31]=[CH:30][CH:29]=1)[C:22]1[CH:27]=[CH:26][CH:25]=[CH:24][CH:23]=1.C(=O)([O-])O.[Na+].C(=O)([O-])[O-].[Na+].[Na+], predict the reaction product. The product is: [CH3:18][C:12]1[C:11]([SiH:21]([C:28]2[CH:29]=[CH:30][CH:31]=[CH:32][CH:33]=2)[C:22]2[CH:27]=[CH:26][CH:25]=[CH:24][CH:23]=2)([CH3:10])[C:15]([CH3:4])=[C:14]([CH3:16])[C:13]=1[CH3:17].